This data is from Full USPTO retrosynthesis dataset with 1.9M reactions from patents (1976-2016). The task is: Predict the reactants needed to synthesize the given product. (1) Given the product [CH3:3][O:4][C:5]1[CH:6]=[C:7]([CH:22]=[CH:23][CH:24]=1)[N:8]([CH3:21])[C:9]([C:11]1[CH:20]=[CH:19][CH:18]=[CH:17][C:12]=1[C:13]([OH:15])=[O:14])=[O:10], predict the reactants needed to synthesize it. The reactants are: [Li+].[OH-].[CH3:3][O:4][C:5]1[CH:6]=[C:7]([CH:22]=[CH:23][CH:24]=1)[N:8]([CH3:21])[C:9]([C:11]1[CH:20]=[CH:19][CH:18]=[CH:17][C:12]=1[C:13]([O:15]C)=[O:14])=[O:10].Cl. (2) The reactants are: [CH:1]1([C:7]([S:9][C:10]2[CH:18]=[CH:17][CH:16]=[CH:15][C:11]=2[C:12](O)=[O:13])=O)[CH2:6][CH2:5][CH2:4][CH2:3][CH2:2]1.C([N:21](CC)CC)C.ClC(OCC)=O.[N-]=[N+]=[N-].[Na+].C(P(CCCC)CCCC)CCC. Given the product [C:1]1(=[C:7]2[NH:21][C:12](=[O:13])[C:11]3[CH:15]=[CH:16][CH:17]=[CH:18][C:10]=3[S:9]2)[CH2:6][CH2:5][CH2:4][CH2:3][CH2:2]1, predict the reactants needed to synthesize it. (3) The reactants are: BrC1C=C(S(NC2C(O)=CC(Cl)=CN=2)(=O)=O)C=NC=1.C[O:21][C:22]1[C:23]([NH:28][S:29]([C:32]2[CH:33]=[N:34][C:35]([C:38]([F:41])([F:40])[F:39])=[CH:36][CH:37]=2)(=[O:31])=[O:30])=[N:24][CH:25]=[CH:26][CH:27]=1.BrC1C=C(S(NC2C(OC)=CC(Cl)=CN=2)(=O)=O)C=NC=1. Given the product [OH:21][C:22]1[C:23]([NH:28][S:29]([C:32]2[CH:33]=[N:34][C:35]([C:38]([F:41])([F:40])[F:39])=[CH:36][CH:37]=2)(=[O:31])=[O:30])=[N:24][CH:25]=[CH:26][CH:27]=1, predict the reactants needed to synthesize it. (4) Given the product [O:1]=[C:2]1[N:7]([C:8]2[CH:13]=[CH:12][CH:11]=[CH:10][CH:9]=2)[N:6]=[C:5]([C:14]([NH2:25])=[O:15])[C:4]([O:18][C:19]2[CH:24]=[CH:23][CH:22]=[CH:21][CH:20]=2)=[CH:3]1, predict the reactants needed to synthesize it. The reactants are: [O:1]=[C:2]1[N:7]([C:8]2[CH:13]=[CH:12][CH:11]=[CH:10][CH:9]=2)[N:6]=[C:5]([C:14](OC)=[O:15])[C:4]([O:18][C:19]2[CH:24]=[CH:23][CH:22]=[CH:21][CH:20]=2)=[CH:3]1.[NH3:25]. (5) Given the product [CH3:1][CH:2]([CH3:13])[C:3](=[O:12])[CH2:4][CH2:5][C:6]1[S:10][CH:9]=[N:8][C:7]=1[CH3:11], predict the reactants needed to synthesize it. The reactants are: [CH3:1][CH:2]([CH3:13])[C:3](=[O:12])[CH:4]=[CH:5][C:6]1[S:10][CH:9]=[N:8][C:7]=1[CH3:11].CO. (6) Given the product [Br:1][C:2]1[C:11](=[O:12])[C:10]2[C:5](=[C:6]([N+:17]([O-:19])=[O:18])[C:7]([OH:13])=[CH:8][CH:9]=2)[O:4][C:3]=1[CH:14]([CH3:16])[CH3:15], predict the reactants needed to synthesize it. The reactants are: [Br:1][C:2]1[C:11](=[O:12])[C:10]2[C:5](=[CH:6][C:7]([OH:13])=[CH:8][CH:9]=2)[O:4][C:3]=1[CH:14]([CH3:16])[CH3:15].[N+:17]([O-])([OH:19])=[O:18]. (7) Given the product [N:1]([C:6]1[CH:11]=[CH:10][N:9]=[C:8]([C:12]#[N:13])[C:7]=1[O:14][CH3:15])=[N+:2]=[N-:3], predict the reactants needed to synthesize it. The reactants are: [N-:1]=[N+:2]=[N-:3].[Na+].Br[C:6]1[CH:11]=[CH:10][N:9]=[C:8]([C:12]#[N:13])[C:7]=1[O:14][CH3:15].